This data is from Forward reaction prediction with 1.9M reactions from USPTO patents (1976-2016). The task is: Predict the product of the given reaction. (1) Given the reactants Cl[C:2]1[CH:7]=[C:6]([C:8]([F:11])([F:10])[F:9])[N:5]=[C:4]([C:12]2[CH:17]=[CH:16][N:15]=[CH:14][CH:13]=2)[N:3]=1.[CH3:18][O:19][C:20]1[CH:21]=[CH:22][C:23]([CH3:27])=[C:24]([CH:26]=1)[NH2:25], predict the reaction product. The product is: [CH3:18][O:19][C:20]1[CH:21]=[CH:22][C:23]([CH3:27])=[C:24]([CH:26]=1)[NH:25][C:2]1[CH:7]=[C:6]([C:8]([F:11])([F:10])[F:9])[N:5]=[C:4]([C:12]2[CH:17]=[CH:16][N:15]=[CH:14][CH:13]=2)[N:3]=1. (2) Given the reactants [Cl:1][C:2]1[CH:7]=[CH:6][C:5]([C:8]2([CH3:22])[C:12]([C:13]3[CH:18]=[CH:17][C:16]([Cl:19])=[CH:15][CH:14]=3)=[N:11][S:10](=[O:21])(=[O:20])[NH:9]2)=[CH:4][CH:3]=1.[BH4-].[Na+], predict the reaction product. The product is: [Cl:1][C:2]1[CH:3]=[CH:4][C:5]([C:8]2([CH3:22])[CH:12]([C:13]3[CH:18]=[CH:17][C:16]([Cl:19])=[CH:15][CH:14]=3)[NH:11][S:10](=[O:21])(=[O:20])[NH:9]2)=[CH:6][CH:7]=1.